This data is from Reaction yield outcomes from USPTO patents with 853,638 reactions. The task is: Predict the reaction yield, written as a fraction of the theoretical maximum amount of product (1.0 means a 100% yield; for example, 0.34 means a 34% yield). (1) The reactants are [Br:1][C:2]1[CH:3]=[CH:4][C:5](=[O:8])[NH:6][CH:7]=1.[CH:9](I)([CH3:11])[CH3:10]. The catalyst is C(Cl)(Cl)Cl.C(=O)([O-])[O-].[Ag+2]. The product is [Br:1][C:2]1[CH:3]=[CH:4][C:5]([O:8][CH:9]([CH3:11])[CH3:10])=[N:6][CH:7]=1. The yield is 0.970. (2) The reactants are [C:1]([C:4]1[CH:13]=[CH:12][C:11]([O:14][CH3:15])=[CH:10][C:5]=1[C:6](OC)=[O:7])(=O)[CH3:2].O.[NH2:17][NH2:18]. The catalyst is CO.O. The product is [CH3:15][O:14][C:11]1[CH:10]=[C:5]2[C:4]([C:1]([CH3:2])=[N:17][NH:18][C:6]2=[O:7])=[CH:13][CH:12]=1. The yield is 0.950. (3) The reactants are [Cl:1][C:2]1[N:3]=[C:4]([Cl:11])[C:5]2[CH:10]=[CH:9][NH:8][C:6]=2[N:7]=1.[H-].[Na+].[C:14]1([S:20](Cl)(=[O:22])=[O:21])[CH:19]=[CH:18][CH:17]=[CH:16][CH:15]=1. The catalyst is C1COCC1. The product is [C:14]1([S:20]([N:8]2[C:6]3[N:7]=[C:2]([Cl:1])[N:3]=[C:4]([Cl:11])[C:5]=3[CH:10]=[CH:9]2)(=[O:22])=[O:21])[CH:19]=[CH:18][CH:17]=[CH:16][CH:15]=1. The yield is 0.870. (4) The yield is 0.500. The reactants are [CH:1]12[CH2:10][CH:5]3[CH2:6][CH:7]([CH2:9][CH:3]([CH2:4]3)[CH:2]1[NH:11][C:12](=[O:20])[CH2:13][N:14]1[CH2:19][CH2:18][NH:17][CH2:16][CH2:15]1)[CH2:8]2.C(=O)([O-])[O-].[Na+].[Na+].Cl[C:28]1[CH:33]=[CH:32][C:31]([Cl:34])=[CH:30][N:29]=1. The catalyst is CS(C)=O. The product is [CH:1]12[CH2:10][CH:5]3[CH2:6][CH:7]([CH2:9][CH:3]([CH2:4]3)[CH:2]1[NH:11][C:12](=[O:20])[CH2:13][N:14]1[CH2:19][CH2:18][N:17]([C:28]3[CH:33]=[CH:32][C:31]([Cl:34])=[CH:30][N:29]=3)[CH2:16][CH2:15]1)[CH2:8]2. (5) The product is [Cl:8][C:6]1[CH:5]=[CH:4][C:3]([S:9][CH2:11][C:12]2[N:17]=[CH:16][CH:15]=[CH:14][N:13]=2)=[C:2]([CH:7]=1)[NH2:1]. The reactants are [NH2:1][C:2]1[CH:7]=[C:6]([Cl:8])[CH:5]=[CH:4][C:3]=1[SH:9].Cl[CH2:11][C:12]1[N:17]=[CH:16][CH:15]=[CH:14][N:13]=1.C([O-])([O-])=O.[K+].[K+]. The yield is 0.390. The catalyst is CN(C=O)C.